Dataset: Forward reaction prediction with 1.9M reactions from USPTO patents (1976-2016). Task: Predict the product of the given reaction. (1) Given the reactants CCN(CC)CC.I[CH2:9][CH:10]1[CH2:15][CH2:14][O:13][CH2:12][CH2:11]1.[SH:16][C:17]1[CH:22]=[CH:21][C:20]([CH:23]([CH2:32][CH:33]2[CH2:38][CH2:37][O:36][CH2:35][CH2:34]2)[C:24]([NH:26][C:27]2[S:28][CH:29]=[CH:30][N:31]=2)=[O:25])=[CH:19][CH:18]=1, predict the reaction product. The product is: [O:36]1[CH2:37][CH2:38][CH:33]([CH2:32][CH:23]([C:20]2[CH:21]=[CH:22][C:17]([S:16][CH2:9][CH:10]3[CH2:15][CH2:14][O:13][CH2:12][CH2:11]3)=[CH:18][CH:19]=2)[C:24]([NH:26][C:27]2[S:28][CH:29]=[CH:30][N:31]=2)=[O:25])[CH2:34][CH2:35]1. (2) The product is: [CH:9]([N:46]1[CH2:32][CH:27]([O:8][C:3]2[CH:4]=[CH:5][CH:6]=[CH:7][C:2]=2[Br:1])[CH2:28]1)([C:10]1[CH:11]=[CH:12][CH:13]=[CH:14][CH:15]=1)[C:16]1[CH:17]=[CH:18][CH:19]=[CH:20][CH:21]=1. Given the reactants [Br:1][C:2]1[CH:7]=[CH:6][CH:5]=[CH:4][C:3]=1[OH:8].[CH:9](C1CCN1O)([C:16]1[CH:21]=[CH:20][CH:19]=[CH:18][CH:17]=1)[C:10]1[CH:15]=[CH:14][CH:13]=[CH:12][CH:11]=1.[C:27]1(P(C2C=CC=CC=2)C2C=CC=CC=2)[CH:32]=CC=C[CH:28]=1.[N:46](C(OC(C)C)=O)=NC(OC(C)C)=O, predict the reaction product. (3) Given the reactants [Cl:1][C:2]1[C:10]2[N:6]([C:7]([CH2:14][CH2:15][O:16][CH3:17])=[CH:8][C:9]=2[C:11]([OH:13])=O)[CH:5]=[CH:4][CH:3]=1.[NH2:18][CH2:19][C:20]1([OH:29])[CH2:25][CH2:24][C:23]([F:27])([F:26])[CH:22]([CH3:28])[CH2:21]1.Cl.CN(C)CCCN=C=NCC.N1(O)C2C=CC=CC=2N=N1.C(N(C(C)C)C(C)C)C, predict the reaction product. The product is: [Cl:1][C:2]1[C:10]2[N:6]([C:7]([CH2:14][CH2:15][O:16][CH3:17])=[CH:8][C:9]=2[C:11]([NH:18][CH2:19][C:20]2([OH:29])[CH2:25][CH2:24][C:23]([F:27])([F:26])[CH:22]([CH3:28])[CH2:21]2)=[O:13])[CH:5]=[CH:4][CH:3]=1. (4) Given the reactants [C:1]([O:5][C:6]([N:8]1[C@H:12]([CH2:13][F:14])[C@@H:11]([C:15]2[CH:20]=[CH:19][C:18]([C:21]3[CH:22]=[N:23][C:24]([C:28]#[N:29])=[C:25]([F:27])[CH:26]=3)=[CH:17][CH:16]=2)[O:10][C:9]1([CH3:31])[CH3:30])=[O:7])([CH3:4])([CH3:3])[CH3:2].[BH4-].[Na+].C(N(C(C)C)CC)(C)C.[CH3:43][S:44](Cl)(=[O:46])=[O:45], predict the reaction product. The product is: [F:27][C:25]1[CH:26]=[C:21]([C:18]2[CH:17]=[CH:16][C:15]([C@H:11]3[O:10][C:9]([CH3:31])([CH3:30])[N:8]([C:6]([O:5][C:1]([CH3:4])([CH3:2])[CH3:3])=[O:7])[C@@H:12]3[CH2:13][F:14])=[CH:20][CH:19]=2)[CH:22]=[N:23][C:24]=1[CH2:28][NH:29][S:44]([CH3:43])(=[O:46])=[O:45]. (5) Given the reactants [Cl:1][C:2]1[C:3]([NH:25][C:26](=[O:36])[CH2:27][C@H:28]([C:30]2[CH:35]=[CH:34][CH:33]=[CH:32][CH:31]=2)[CH3:29])=[C:4]2[C:9](=[CH:10][CH:11]=1)[N:8]=[C:7]([CH2:12][CH2:13][CH2:14][N:15]([CH2:23][CH3:24])C(=O)OC(C)(C)C)[CH:6]=[CH:5]2.[ClH:37], predict the reaction product. The product is: [ClH:1].[ClH:37].[Cl:1][C:2]1[C:3]([NH:25][C:26](=[O:36])[CH2:27][C@@H:28]([CH3:29])[C:30]2[CH:35]=[CH:34][CH:33]=[CH:32][CH:31]=2)=[C:4]2[C:9](=[CH:10][CH:11]=1)[N:8]=[C:7]([CH2:12][CH2:13][CH2:14][NH:15][CH2:23][CH3:24])[CH:6]=[CH:5]2. (6) Given the reactants [CH3:1][O:2][C:3]1[CH:4]=[C:5]([CH2:11][C:12]([OH:14])=O)[CH:6]=[CH:7][C:8]=1[O:9][CH3:10].Cl.[CH3:16][NH:17][O:18][CH3:19].Cl.CN(C)CCCN=C=NCC.OC1C2N=NNC=2C=CC=1.C(N(CC)CC)C, predict the reaction product. The product is: [CH3:1][O:2][C:3]1[CH:4]=[C:5]([CH2:11][C:12]([N:17]([O:18][CH3:19])[CH3:16])=[O:14])[CH:6]=[CH:7][C:8]=1[O:9][CH3:10].